Dataset: Peptide-MHC class II binding affinity with 134,281 pairs from IEDB. Task: Regression. Given a peptide amino acid sequence and an MHC pseudo amino acid sequence, predict their binding affinity value. This is MHC class II binding data. (1) The peptide sequence is PTRVVNWEVIIMDEA. The MHC is HLA-DQA10201-DQB10303 with pseudo-sequence HLA-DQA10201-DQB10303. The binding affinity (normalized) is 0.296. (2) The peptide sequence is ELEKYQQLNSERYVPN. The MHC is H-2-IAd with pseudo-sequence H-2-IAd. The binding affinity (normalized) is 0.0206. (3) The peptide sequence is FESTGNLIAPEYGFKISY. The MHC is HLA-DPA10201-DPB10501 with pseudo-sequence HLA-DPA10201-DPB10501. The binding affinity (normalized) is 0.120.